This data is from Retrosynthesis with 50K atom-mapped reactions and 10 reaction types from USPTO. The task is: Predict the reactants needed to synthesize the given product. (1) Given the product CN(C)Cc1cccc(C#N)c1, predict the reactants needed to synthesize it. The reactants are: CNC.N#Cc1cccc(C=O)c1. (2) Given the product COC(=O)Cc1cccc(C#N)c1Cl, predict the reactants needed to synthesize it. The reactants are: COC(=O)Cc1cccc(C(N)=O)c1Cl. (3) The reactants are: CCCCc1nc2ccc(O)cc2n1Cc1ccc(-c2ccccc2C(=O)OC(C)(C)C)cc1. Given the product CCCCc1nc2ccc(O)cc2n1Cc1ccc(-c2ccccc2C(=O)O)cc1, predict the reactants needed to synthesize it. (4) The reactants are: CN(C)C(=O)Cl.Oc1cnccc1N=CN1CCCC1. Given the product CN(C)C(=O)Oc1cnccc1N=CN1CCCC1, predict the reactants needed to synthesize it. (5) Given the product CCCN(CCC)CCCCN(CC)Cc1ccc(CNCc2ncc[nH]2)cc1, predict the reactants needed to synthesize it. The reactants are: CCCN(CCC)CCCCN(CC)Cc1ccc(CN)cc1.O=Cc1ncc[nH]1. (6) Given the product Cc1ccccc1C(O)C1CN2CCC1CC2, predict the reactants needed to synthesize it. The reactants are: Cc1ccccc1C(=O)C1CN2CCC1CC2. (7) Given the product CCN(CC)c1cccc(C)n1, predict the reactants needed to synthesize it. The reactants are: CCBr.CCNc1cccc(C)n1.